This data is from Catalyst prediction with 721,799 reactions and 888 catalyst types from USPTO. The task is: Predict which catalyst facilitates the given reaction. (1) Reactant: [NH2:1][CH2:2][C:3]1[N:11]=[C:10]2[C:6]([N:7]([CH2:21][C@H:22]3[CH2:27][CH2:26][C@H:25]([CH3:28])[CH2:24][CH2:23]3)[C:8]([C:12]3[CH:17]=[C:16]([CH:18]([CH3:20])[CH3:19])[CH:15]=[CH:14][N:13]=3)=[N:9]2)=[C:5]([NH:29][C@@H:30]([CH:32]2[CH2:35][CH2:34][CH2:33]2)[CH3:31])[N:4]=1.CCN(C(C)C)C(C)C.[F:45][C:46]([F:57])([F:56])[C:47](O[C:47](=[O:48])[C:46]([F:57])([F:56])[F:45])=[O:48]. Product: [CH:32]1([C@H:30]([NH:29][C:5]2[N:4]=[C:3]([CH2:2][NH:1][C:47](=[O:48])[C:46]([F:57])([F:56])[F:45])[N:11]=[C:10]3[C:6]=2[N:7]([CH2:21][C@H:22]2[CH2:27][CH2:26][C@H:25]([CH3:28])[CH2:24][CH2:23]2)[C:8]([C:12]2[CH:17]=[C:16]([CH:18]([CH3:19])[CH3:20])[CH:15]=[CH:14][N:13]=2)=[N:9]3)[CH3:31])[CH2:33][CH2:34][CH2:35]1. The catalyst class is: 2. (2) Reactant: NC1C=CNN=1.O/[CH:8]=[C:9]1\[C:10](=[O:18])[NH:11][C:12]2[C:17]\1=[CH:16][CH:15]=[CH:14][CH:13]=2.[C:19]([C:23]1[O:27][C:26]([CH3:28])=[C:25]([C:29]2[CH:30]=[C:31]([NH2:35])[N:32]([CH3:34])[N:33]=2)[CH:24]=1)([CH3:22])([CH3:21])[CH3:20]. Product: [C:19]([C:23]1[O:27][C:26]([CH3:28])=[C:25]([C:29]2[CH:30]=[C:31]([NH:35][CH:8]=[C:9]3[C:17]4[C:12](=[CH:13][CH:14]=[CH:15][CH:16]=4)[NH:11][C:10]3=[O:18])[N:32]([CH3:34])[N:33]=2)[CH:24]=1)([CH3:22])([CH3:20])[CH3:21]. The catalyst class is: 7. (3) Reactant: N(C(OC(C)(C)C)=O)=NC(OC(C)(C)C)=O.[CH3:17][O:18][C:19]1[CH:32]=[CH:31][C:22]([CH2:23][NH:24][C:25](=S)[CH2:26][CH2:27][CH:28]=[CH2:29])=[CH:21][CH:20]=1.[Si]([N:37]=[N+:38]=[N-:39])(C)(C)C.C1(P(C2C=CC=CC=2)C2C=CC=CC=2)C=CC=CC=1. Product: [CH2:26]([C:25]1[N:24]([CH2:23][C:22]2[CH:31]=[CH:32][C:19]([O:18][CH3:17])=[CH:20][CH:21]=2)[N:39]=[N:38][N:37]=1)[CH2:27][CH:28]=[CH2:29]. The catalyst class is: 1. (4) Reactant: CCN(CC)CC.[Br:8][C:9]1[CH:20]=[N:19][C:12]2[NH:13][CH2:14][CH2:15][CH2:16][NH:17][CH2:18][C:11]=2[CH:10]=1.[CH3:21][C:22]([O:25][C:26](O[C:26]([O:25][C:22]([CH3:24])([CH3:23])[CH3:21])=[O:27])=[O:27])([CH3:24])[CH3:23]. Product: [Br:8][C:9]1[CH:20]=[N:19][C:12]2[NH:13][CH2:14][CH2:15][CH2:16][N:17]([C:26]([O:25][C:22]([CH3:24])([CH3:23])[CH3:21])=[O:27])[CH2:18][C:11]=2[CH:10]=1. The catalyst class is: 2. (5) Reactant: [C:1]([OH:9])(=[O:8])[C:2]([CH2:4][C:5]([OH:7])=[O:6])=[CH2:3].[OH-].[K+:11]. Product: [C:1]([O-:9])(=[O:8])[C:2]([CH2:4][C:5]([O-:7])=[O:6])=[CH2:3].[K+:11].[K+:11]. The catalyst class is: 6.